From a dataset of Forward reaction prediction with 1.9M reactions from USPTO patents (1976-2016). Predict the product of the given reaction. (1) Given the reactants C([O:4][C@H:5]1[CH2:22][CH2:21][C@@:20]2([CH:23]=[O:24])[C:7](=[CH:8][CH2:9][C@@H:10]3[C@@H:19]2[CH2:18][CH2:17][C@@:15]2([CH3:16])[C@H:11]3[CH2:12][CH2:13][C@@H:14]2[O:25]C(=O)C)[CH2:6]1)(=O)C.[OH-].[K+], predict the reaction product. The product is: [O:24]=[CH:23][C@@:20]12[C@@H:19]3[C@H:10]([C@H:11]4[C@@:15]([CH2:17][CH2:18]3)([CH3:16])[C@@H:14]([OH:25])[CH2:13][CH2:12]4)[CH2:9][CH:8]=[C:7]1[CH2:6][C@@H:5]([OH:4])[CH2:22][CH2:21]2. (2) The product is: [CH2:1]([N:3]1[C:7]([C:24]2[CH:25]=[C:26]([C:30]([O:32][CH3:33])=[O:31])[O:27][C:28]=2[CH3:29])=[CH:6][CH:5]=[N:4]1)[CH3:2]. Given the reactants [CH2:1]([N:3]1[C:7](B2OC(C)(C)C(C)(C)O2)=[CH:6][CH:5]=[N:4]1)[CH3:2].C(=O)([O-])[O-].[K+].[K+].Br[C:24]1[CH:25]=[C:26]([C:30]([O:32][CH3:33])=[O:31])[O:27][C:28]=1[CH3:29], predict the reaction product.